Task: Predict the reactants needed to synthesize the given product.. Dataset: Full USPTO retrosynthesis dataset with 1.9M reactions from patents (1976-2016) (1) Given the product [CH2:37]([C:41]1[CH:46]=[CH:45][C:44]([C:47]([N:49]=[C:50]=[S:51])=[O:48])=[CH:43][CH:42]=1)[CH2:38][CH2:39][CH3:40].[CH2:37]([C:41]1[CH:46]=[CH:45][C:44]([C:47]([NH:49][C:50]([NH:33][C:32]2[CH:34]=[CH:35][C:29]([O:28][C:19]3[C:18]4[C:23](=[CH:24][C:25]([O:26][CH3:27])=[C:16]([O:15][CH3:14])[CH:17]=4)[N:22]=[CH:21][CH:20]=3)=[C:30]([F:36])[CH:31]=2)=[S:51])=[O:48])=[CH:43][CH:42]=1)[CH2:38][CH2:39][CH3:40], predict the reactants needed to synthesize it. The reactants are: C(C1C=CC(C(Cl)=O)=CC=1)CCC.[CH3:14][O:15][C:16]1[CH:17]=[C:18]2[C:23](=[CH:24][C:25]=1[O:26][CH3:27])[N:22]=[CH:21][CH:20]=[C:19]2[O:28][C:29]1[CH:35]=[CH:34][C:32]([NH2:33])=[CH:31][C:30]=1[F:36].[CH2:37]([C:41]1[CH:46]=[CH:45][C:44]([C:47]([N:49]=[C:50]=[S:51])=[O:48])=[CH:43][CH:42]=1)[CH2:38][CH2:39][CH3:40]. (2) Given the product [CH:14]1([C:17]2[C:22]([CH:23]=[O:24])=[CH:21][N:20]=[C:19]([C:25]3[CH:30]=[CH:29][C:28]([C:31]([F:33])([F:34])[F:32])=[CH:27][CH:26]=3)[N:18]=2)[CH2:16][CH2:15]1, predict the reactants needed to synthesize it. The reactants are: C(=O)=O.CS(C)=O.C(Cl)(=O)C(Cl)=O.[CH:14]1([C:17]2[C:22]([CH2:23][OH:24])=[CH:21][N:20]=[C:19]([C:25]3[CH:30]=[CH:29][C:28]([C:31]([F:34])([F:33])[F:32])=[CH:27][CH:26]=3)[N:18]=2)[CH2:16][CH2:15]1.C(N(CC)CC)C. (3) Given the product [Br:1][C:2]1[CH:7]=[CH:6][C:5]([CH2:8][N:13]([CH3:14])[CH3:12])=[C:4]([CH2:10][CH3:11])[CH:3]=1, predict the reactants needed to synthesize it. The reactants are: [Br:1][C:2]1[CH:7]=[CH:6][C:5]([CH2:8]Br)=[C:4]([CH2:10][CH3:11])[CH:3]=1.[CH3:12][NH:13][CH3:14]. (4) Given the product [C:39]([C:36]1[CH:37]=[CH:38][C:33]([NH:32][C:30](=[O:31])[C@H:5]([OH:4])[C@H:6]2[O:12][CH2:11][CH2:10][N:9]([C:17]3[CH:25]=[C:24]4[C:20]([CH:21]=[CH:22][NH:23]4)=[CH:19][CH:18]=3)[C:7]2=[O:8])=[CH:34][CH:35]=1)#[N:40], predict the reactants needed to synthesize it. The reactants are: C([O:4][C@@H:5]([C:30]([NH:32][C:33]1[CH:38]=[CH:37][C:36]([C:39]#[N:40])=[CH:35][CH:34]=1)=[O:31])[C@@H:6](CC([O-])=O)[C:7]([N:9]([C:17]1[CH:25]=[C:24]2[C:20]([CH:21]=[CH:22][NH:23]2)=[CH:19][CH:18]=1)[CH2:10][CH2:11][O:12]S(C)(=O)=O)=[O:8])(=O)C.C([O-])([O-])=O.[K+].[K+].Cl.O. (5) Given the product [F:1][C:2]([F:19])([C:13]1[CH:14]=[CH:15][CH:16]=[CH:17][CH:18]=1)[CH2:3][O:4][CH2:5][CH2:6][C:7](=[O:12])[CH2:8][CH2:9][CH:10]=[CH2:11], predict the reactants needed to synthesize it. The reactants are: [F:1][C:2]([F:19])([C:13]1[CH:18]=[CH:17][CH:16]=[CH:15][CH:14]=1)[CH2:3][O:4][CH:5]=[CH:6][CH:7]([OH:12])[CH2:8][CH2:9][CH2:10][CH3:11].C1(CCCCOCCC=O)C=CC=CC=1. (6) Given the product [Cl:36][C:21]1[C:22]([NH:24][C:25]2[CH:30]=[CH:29][CH:28]=[CH:27][C:26]=2[S:31](=[O:35])(=[O:34])[NH:32][CH3:33])=[N:23][C:18]([NH:17][C:14]2[CH:15]=[CH:16][C:6]3[N:5]([CH2:4][C:3]([OH:37])=[O:2])[C:11](=[O:12])[CH2:10][CH2:9][CH2:8][C:7]=3[CH:13]=2)=[N:19][CH:20]=1, predict the reactants needed to synthesize it. The reactants are: C[O:2][C:3](=[O:37])[CH2:4][N:5]1[C:11](=[O:12])[CH2:10][CH2:9][CH2:8][C:7]2[CH:13]=[C:14]([NH:17][C:18]3[N:23]=[C:22]([NH:24][C:25]4[CH:30]=[CH:29][CH:28]=[CH:27][C:26]=4[S:31](=[O:35])(=[O:34])[NH:32][CH3:33])[C:21]([Cl:36])=[CH:20][N:19]=3)[CH:15]=[CH:16][C:6]1=2.[OH-].[Na+].C(O)(=O)CC(CC(O)=O)(C(O)=O)O. (7) Given the product [Cl:1][C:2]1[CH:3]=[CH:4][C:5]([S:8][C:9]2[CH:14]=[CH:13][CH:12]=[CH:11][C:10]=2[CH:15]=[CH:16][C:17]([N:26]2[CH2:30][CH2:29][CH2:28][C:27]2=[O:31])=[O:19])=[CH:6][CH:7]=1, predict the reactants needed to synthesize it. The reactants are: [Cl:1][C:2]1[CH:7]=[CH:6][C:5]([S:8][C:9]2[CH:14]=[CH:13][CH:12]=[CH:11][C:10]=2[CH:15]=[CH:16][C:17]([OH:19])=O)=[CH:4][CH:3]=1.C(Cl)(=O)C(Cl)=O.[NH:26]1[CH2:30][CH2:29][CH2:28][C:27]1=[O:31].C(N(CC)CC)C.Cl.